This data is from Catalyst prediction with 721,799 reactions and 888 catalyst types from USPTO. The task is: Predict which catalyst facilitates the given reaction. (1) The catalyst class is: 20. Reactant: [F:1][C:2]1[CH:3]=[C:4]([CH:39]=[CH:40][C:41]=1[F:42])[CH2:5][NH:6][C:7]([C:9]1[CH:10]=[CH:11][C:12]([F:38])=[C:13]([NH:15][C:16]([C:18]2[N:22]3[CH:23]=[CH:24][C:25]([C:27]4[CH:36]=[CH:35][C:30]([C:31](OC)=[O:32])=[C:29]([F:37])[CH:28]=4)=[CH:26][C:21]3=[N:20][CH:19]=2)=[O:17])[CH:14]=1)=[O:8].[N:43]1([CH2:49][CH2:50][NH2:51])[CH2:48][CH2:47][CH2:46][CH2:45][CH2:44]1.Cl. Product: [F:1][C:2]1[CH:3]=[C:4]([CH:39]=[CH:40][C:41]=1[F:42])[CH2:5][NH:6][C:7]([C:9]1[CH:10]=[CH:11][C:12]([F:38])=[C:13]([NH:15][C:16]([C:18]2[N:22]3[CH:23]=[CH:24][C:25]([C:27]4[CH:36]=[CH:35][C:30]([C:31](=[O:32])[NH:51][CH2:50][CH2:49][N:43]5[CH2:48][CH2:47][CH2:46][CH2:45][CH2:44]5)=[C:29]([F:37])[CH:28]=4)=[CH:26][C:21]3=[N:20][CH:19]=2)=[O:17])[CH:14]=1)=[O:8]. (2) Reactant: [NH2:1][C:2]1[C:7]([C:8]2[O:12][N:11]=[C:10]([CH2:13][C:14]3[CH:19]=[CH:18][C:17]([OH:20])=[CH:16][CH:15]=3)[CH:9]=2)=[CH:6][CH:5]=[CH:4][N:3]=1.[OH-].[Na+].[N:23]1[CH:28]=[CH:27][CH:26]=[CH:25][C:24]=1[CH2:29]Cl. Product: [N:23]1[CH:28]=[CH:27][CH:26]=[CH:25][C:24]=1[CH2:29][O:20][C:17]1[CH:18]=[CH:19][C:14]([CH2:13][C:10]2[CH:9]=[C:8]([C:7]3[C:2]([NH2:1])=[N:3][CH:4]=[CH:5][CH:6]=3)[O:12][N:11]=2)=[CH:15][CH:16]=1. The catalyst class is: 5. (3) Reactant: [CH2:1]([O:8][C:9]1[C:10]([C:25]2[CH:26]=[CH:27][C:28]3[O:33][CH2:32][CH2:31][CH2:30][C:29]=3[CH:34]=2)=[C:11]([C:19](=[O:24])[C:20]([O:22][CH3:23])=[O:21])[C:12]([C:15]([F:18])([F:17])[F:16])=[CH:13][CH:14]=1)[C:2]1[CH:7]=[CH:6][CH:5]=[CH:4][CH:3]=1.[BH4-].[Na+].O. Product: [CH2:1]([O:8][C:9]1[C:10]([C:25]2[CH:26]=[CH:27][C:28]3[O:33][CH2:32][CH2:31][CH2:30][C:29]=3[CH:34]=2)=[C:11]([CH:19]([OH:24])[C:20]([O:22][CH3:23])=[O:21])[C:12]([C:15]([F:17])([F:18])[F:16])=[CH:13][CH:14]=1)[C:2]1[CH:7]=[CH:6][CH:5]=[CH:4][CH:3]=1. The catalyst class is: 5. (4) Reactant: B(Br)(Br)Br.C[O:6][C:7]1[CH:12]=[CH:11][C:10]([C@@H:13]2[NH:17][C:16](=[O:18])[C@@H:15]([CH2:19][CH:20]=[CH2:21])[CH2:14]2)=[CH:9][C:8]=1[CH3:22]. Product: [OH:6][C:7]1[CH:12]=[CH:11][C:10]([C@@H:13]2[NH:17][C:16](=[O:18])[C@@H:15]([CH2:19][CH:20]=[CH2:21])[CH2:14]2)=[CH:9][C:8]=1[CH3:22]. The catalyst class is: 2. (5) Reactant: [NH2:1][C:2]1[CH:3]=[C:4]([C:8]2[N:9]([CH3:23])[C:10]3[C:15]([C:16]=2[I:17])=[CH:14][C:13]([C:18]([O:20]C)=[O:19])=[C:12]([OH:22])[CH:11]=3)[CH:5]=[CH:6][CH:7]=1.[Li+].[OH-].Cl. Product: [NH2:1][C:2]1[CH:3]=[C:4]([C:8]2[N:9]([CH3:23])[C:10]3[C:15]([C:16]=2[I:17])=[CH:14][C:13]([C:18]([OH:20])=[O:19])=[C:12]([OH:22])[CH:11]=3)[CH:5]=[CH:6][CH:7]=1. The catalyst class is: 220. (6) Reactant: [Br:1][C:2]1[C:3]([CH3:27])=[N:4][N:5]([CH2:14][CH2:15]OS(C2C=CC(C)=CC=2)(=O)=O)[C:6]=1[C:7]1[CH:12]=[CH:11][C:10]([F:13])=[CH:9][CH:8]=1.[NH:28]1[CH2:33][CH2:32][O:31][CH2:30][CH2:29]1.C(=O)([O-])[O-].[K+].[K+]. Product: [Br:1][C:2]1[C:3]([CH3:27])=[N:4][N:5]([CH2:14][CH2:15][N:28]2[CH2:33][CH2:32][O:31][CH2:30][CH2:29]2)[C:6]=1[C:7]1[CH:8]=[CH:9][C:10]([F:13])=[CH:11][CH:12]=1. The catalyst class is: 42. (7) Reactant: [F:1][C:2]1([F:16])[CH2:6][N:5]([C:7]([O:9][C:10]([CH3:13])([CH3:12])[CH3:11])=[O:8])[C@@H:4]([CH2:14][OH:15])[CH2:3]1.CC(OI1(OC(C)=O)(OC(C)=O)OC(=O)C2C=CC=CC1=2)=O. Product: [F:16][C:2]1([F:1])[CH2:6][N:5]([C:7]([O:9][C:10]([CH3:11])([CH3:12])[CH3:13])=[O:8])[C@@H:4]([CH:14]=[O:15])[CH2:3]1. The catalyst class is: 2. (8) Reactant: [C:1](#[N:8])[C:2]1[CH:7]=[CH:6][CH:5]=[CH:4][CH:3]=1.[C:9](=[O:12])(O)O.[NH2:13][C:14]([NH2:16])=[NH:15].O.C(O[CH2:22][CH3:23])(=O)C. Product: [N:8]1[CH:1]=[CH:2][CH:7]=[CH:6][C:5]=1[CH:4]([O:12][C:9]1[CH:23]=[CH:22][CH:4]=[C:3]2[C:2]=1[C:1]([NH2:8])=[N:15][C:14]([NH2:16])=[N:13]2)[CH3:3]. The catalyst class is: 44. (9) Reactant: [Br:1][C:2]1[C:3]([C:8]([O:10][CH2:11][CH3:12])=[O:9])=[N:4][NH:5][C:6]=1[CH3:7].CC(C)([O-])C.[K+].Br[CH2:20][C:21]1[CH:33]=[CH:32][C:24]([C:25]([O:27][C:28]([CH3:31])([CH3:30])[CH3:29])=[O:26])=[CH:23][CH:22]=1.[Cl-].[NH4+]. Product: [Br:1][C:2]1[C:3]([C:8]([O:10][CH2:11][CH3:12])=[O:9])=[N:4][N:5]([CH2:20][C:21]2[CH:22]=[CH:23][C:24]([C:25]([O:27][C:28]([CH3:31])([CH3:30])[CH3:29])=[O:26])=[CH:32][CH:33]=2)[C:6]=1[CH3:7]. The catalyst class is: 3. (10) Reactant: [Cl:1][C:2]1[N:3]=[C:4]([CH:11]=[O:12])[CH:5]=[C:6]2[CH:10]=[CH:9][O:8][C:7]=12.[OH:13]P([O-])(O)=O.[K+].[O-]Cl=O.[Na+].[OH-].[Na+]. Product: [Cl:1][C:2]1[N:3]=[C:4]([C:11]([OH:13])=[O:12])[CH:5]=[C:6]2[CH:10]=[CH:9][O:8][C:7]=12. The catalyst class is: 58.